From a dataset of Catalyst prediction with 721,799 reactions and 888 catalyst types from USPTO. Predict which catalyst facilitates the given reaction. (1) Reactant: [Cl:1][C:2]1[CH:7]=[C:6]([Cl:8])[CH:5]=[CH:4][C:3]=1[N:9]1[C:13]2[C:14]3[S:21][CH:20]=[CH:19][C:15]=3[CH2:16][CH2:17][CH2:18][C:12]=2[C:11]([C:22]([O:24]CC)=[O:23])=[N:10]1.[OH-].[Li+].O.Cl. Product: [Cl:1][C:2]1[CH:7]=[C:6]([Cl:8])[CH:5]=[CH:4][C:3]=1[N:9]1[C:13]2[C:14]3[S:21][CH:20]=[CH:19][C:15]=3[CH2:16][CH2:17][CH2:18][C:12]=2[C:11]([C:22]([OH:24])=[O:23])=[N:10]1. The catalyst class is: 20. (2) Reactant: [NH3:1].Cl[C:3]1[N:8]=[C:7]([C:9]2[CH:14]=[CH:13][CH:12]=[C:11]([C:15]([F:18])([F:17])[F:16])[N:10]=2)[N:6]=[C:5]([NH:19][C:20]2[CH:25]=[CH:24][N:23]=[C:22]([C:26]([F:29])([F:28])[F:27])[CH:21]=2)[N:4]=1. Product: [F:16][C:15]([F:18])([F:17])[C:11]1[N:10]=[C:9]([C:7]2[N:6]=[C:5]([NH:19][C:20]3[CH:25]=[CH:24][N:23]=[C:22]([C:26]([F:29])([F:28])[F:27])[CH:21]=3)[N:4]=[C:3]([NH2:1])[N:8]=2)[CH:14]=[CH:13][CH:12]=1. The catalyst class is: 1. (3) Reactant: C1C=CC2N(O)N=NC=2C=1.CCN=C=NCCCN(C)C.Cl.[C:23]1([C:30]2[CH:35]=[CH:34][CH:33]=[CH:32][CH:31]=2)[CH:28]=[CH:27][C:26]([NH2:29])=[CH:25][CH:24]=1.[CH3:36][O:37][C:38](=[O:44])[CH:39]([CH3:43])[C:40](O)=[O:41]. Product: [CH3:36][O:37][C:38](=[O:44])[CH:39]([CH3:43])[C:40]([NH:29][C:26]1[CH:25]=[CH:24][C:23]([C:30]2[CH:35]=[CH:34][CH:33]=[CH:32][CH:31]=2)=[CH:28][CH:27]=1)=[O:41]. The catalyst class is: 792. (4) Reactant: [C:1]([O:5][C:6]([N:8]1[CH2:11][CH:10]([CH2:12]OS(C)(=O)=O)[CH2:9]1)=[O:7])([CH3:4])([CH3:3])[CH3:2].C(=O)([O-])[O-].[Cs+].[Cs+].[CH3:24][N:25]1[CH:29]=[C:28]([C:30]2[CH:31]=[C:32]([C:36]3[N:41]=[CH:40][C:39]([C:42]4[CH:43]=[N:44][NH:45][CH:46]=4)=[CH:38][N:37]=3)[CH:33]=[CH:34][CH:35]=2)[CH:27]=[N:26]1. Product: [C:1]([O:5][C:6]([N:8]1[CH2:11][CH:10]([CH2:12][N:44]2[CH:43]=[C:42]([C:39]3[CH:38]=[N:37][C:36]([C:32]4[CH:33]=[CH:34][CH:35]=[C:30]([C:28]5[CH:27]=[N:26][N:25]([CH3:24])[CH:29]=5)[CH:31]=4)=[N:41][CH:40]=3)[CH:46]=[N:45]2)[CH2:9]1)=[O:7])([CH3:4])([CH3:3])[CH3:2]. The catalyst class is: 287. (5) The catalyst class is: 2. Reactant: [C:1]1([C:7]2[C:16]3[C:11](=[CH:12][C:13]([S:17][C:18]4[CH:19]=[C:20]([CH:24]=[CH:25][CH:26]=4)[C:21](O)=[O:22])=[CH:14][CH:15]=3)[N:10]3[CH:27]=[N:28][N:29]=[C:9]3[CH:8]=2)[CH:6]=[CH:5][CH:4]=[CH:3][CH:2]=1.C(Cl)(=O)C(Cl)=O.[CH3:36][N:37](C=O)[CH3:38].CNC. Product: [CH3:36][N:37]([CH3:38])[C:21](=[O:22])[C:20]1[CH:24]=[CH:25][CH:26]=[C:18]([S:17][C:13]2[CH:12]=[C:11]3[C:16]([C:7]([C:1]4[CH:2]=[CH:3][CH:4]=[CH:5][CH:6]=4)=[CH:8][C:9]4[N:10]3[CH:27]=[N:28][N:29]=4)=[CH:15][CH:14]=2)[CH:19]=1. (6) Reactant: O.[SH2:2].[Na].Br[CH:5]([C:12](=[O:14])[CH3:13])[CH2:6][C:7]([O:9][CH2:10][CH3:11])=[O:8].CCOCC. Product: [SH:2][CH:5]([C:12](=[O:14])[CH3:13])[CH2:6][C:7]([O:9][CH2:10][CH3:11])=[O:8]. The catalyst class is: 6.